This data is from Full USPTO retrosynthesis dataset with 1.9M reactions from patents (1976-2016). The task is: Predict the reactants needed to synthesize the given product. (1) Given the product [CH3:16][C:13]1([CH3:15])[C:12]([CH3:17])([CH3:18])[O:11][B:10]([C:25]2[CH:33]=[CH:32][CH:31]=[C:30]3[C:26]=2[CH:27]=[CH:28][NH:29]3)[O:14]1, predict the reactants needed to synthesize it. The reactants are: [B:10]1([B:10]2[O:14][C:13]([CH3:16])([CH3:15])[C:12]([CH3:18])([CH3:17])[O:11]2)[O:14][C:13]([CH3:16])([CH3:15])[C:12]([CH3:18])([CH3:17])[O:11]1.C([O-])(=O)C.[K+].Br[C:25]1[CH:33]=[CH:32][CH:31]=[C:30]2[C:26]=1[CH:27]=[CH:28][NH:29]2.C1(P(C2CCCCC2)C2CCCCC2)CCCCC1. (2) Given the product [CH3:48][O:47][C:36]1[C:37]2[C:42](=[CH:41][CH:40]=[CH:39][CH:38]=2)[C:43]([O:45][CH3:46])=[CH:44][C:35]=1[CH2:34][O:1][CH:2]1[CH:7]([C:8]2[CH:9]=[CH:10][C:11]([O:14][CH2:15][CH2:16][CH2:17][CH2:18][O:19][C:20]3[CH:21]=[CH:22][CH:23]=[CH:24][CH:25]=3)=[CH:12][CH:13]=2)[CH2:6][CH2:5][N:4]([C:26]([O:28][C:29]([CH3:32])([CH3:31])[CH3:30])=[O:27])[CH2:3]1, predict the reactants needed to synthesize it. The reactants are: [OH:1][CH:2]1[CH:7]([C:8]2[CH:13]=[CH:12][C:11]([O:14][CH2:15][CH2:16][CH2:17][CH2:18][O:19][C:20]3[CH:25]=[CH:24][CH:23]=[CH:22][CH:21]=3)=[CH:10][CH:9]=2)[CH2:6][CH2:5][N:4]([C:26]([O:28][C:29]([CH3:32])([CH3:31])[CH3:30])=[O:27])[CH2:3]1.Cl[CH2:34][C:35]1[CH:44]=[C:43]([O:45][CH3:46])[C:42]2[C:37](=[CH:38][CH:39]=[CH:40][CH:41]=2)[C:36]=1[O:47][CH3:48]. (3) Given the product [N:21]([CH2:24][CH2:25][O:26][CH2:27][CH2:28][O:29][CH2:30][CH2:31][O:32][CH2:33][CH2:34][NH:35][C:2]1[CH:7]=[CH:6][CH:5]=[C:4]([CH:8]2[C:17]3[C:12](=[C:13]([Cl:19])[CH:14]=[C:15]([Cl:18])[CH:16]=3)[CH2:11][N:10]([CH3:20])[CH2:9]2)[CH:3]=1)=[N+:22]=[N-:23], predict the reactants needed to synthesize it. The reactants are: Br[C:2]1[CH:3]=[C:4]([CH:8]2[C:17]3[C:12](=[C:13]([Cl:19])[CH:14]=[C:15]([Cl:18])[CH:16]=3)[CH2:11][N:10]([CH3:20])[CH2:9]2)[CH:5]=[CH:6][CH:7]=1.[N:21]([CH2:24][CH2:25][O:26][CH2:27][CH2:28][O:29][CH2:30][CH2:31][O:32][CH2:33][CH2:34][NH2:35])=[N+:22]=[N-:23].N1CCC[C@H]1C(O)=O.C(=O)([O-])[O-].[K+].[K+]. (4) The reactants are: C[Si]([C:5]#[C:6][C:7]1[N:12]=[CH:11][C:10]([CH2:13][NH:14][C:15]([C:17]2[C:18]3[CH:19]=[N:20][N:21]([C:26]4[CH:31]=[CH:30][C:29]([F:32])=[CH:28][CH:27]=4)[C:22]=3[CH:23]=[CH:24][CH:25]=2)=[O:16])=[CH:9][CH:8]=1)(C)C.CCCC[N+](CCCC)(CCCC)CCCC.[F-]. Given the product [C:6]([C:7]1[N:12]=[CH:11][C:10]([CH2:13][NH:14][C:15]([C:17]2[C:18]3[CH:19]=[N:20][N:21]([C:26]4[CH:27]=[CH:28][C:29]([F:32])=[CH:30][CH:31]=4)[C:22]=3[CH:23]=[CH:24][CH:25]=2)=[O:16])=[CH:9][CH:8]=1)#[CH:5], predict the reactants needed to synthesize it. (5) Given the product [NH2:10][C:7]1[CH:6]=[C:5]([Cl:9])[N:4]=[N:3][C:2]=1[Cl:1], predict the reactants needed to synthesize it. The reactants are: [Cl:1][C:2]1[N:3]=[N:4][C:5]([Cl:9])=[CH:6][C:7]=1Cl.[NH3:10]. (6) Given the product [C:22]([O:24][CH:2]1[CH2:6][CH2:5][N:4]([C:7]2[C:8]([CH3:14])=[N:9][C:10]([Br:13])=[CH:11][CH:12]=2)[C:3]1=[O:15])(=[O:23])[CH3:21], predict the reactants needed to synthesize it. The reactants are: Br[CH:2]1[CH2:6][CH2:5][N:4]([C:7]2[C:8]([CH3:14])=[N:9][C:10]([Br:13])=[CH:11][CH:12]=2)[C:3]1=[O:15].C1COCC1.[CH3:21][C:22]([O-:24])=[O:23].[K+].